Dataset: Forward reaction prediction with 1.9M reactions from USPTO patents (1976-2016). Task: Predict the product of the given reaction. (1) Given the reactants [C:1]([O-:4])(=O)[CH3:2].[K+].BrC1C=[N:9][C:10]([Cl:15])=[C:11]([CH:14]=1)[C:12]#[N:13].CC1(C)C(C)(C)OB(B2OC(C)(C)C(C)(C)O2)O1.OO, predict the reaction product. The product is: [Cl:15][C:10]1[N:9]=[CH:2][C:1]([OH:4])=[CH:14][C:11]=1[C:12]#[N:13]. (2) Given the reactants C(OC([N:8]1[C:20]2[CH2:19][CH:18]([C:21]([S:27]([C:30]3[CH:35]=[CH:34][CH:33]=[CH:32][CH:31]=3)(=[O:29])=[O:28])([C:23]([O:25][CH3:26])=[O:24])[CH3:22])[CH2:17][CH2:16][C:15]=2[C:14]2[C:9]1=[CH:10][CH:11]=[C:12]([N:36]([CH3:38])[CH3:37])[CH:13]=2)=O)(C)(C)C.C(O)(C(F)(F)F)=O.C([O-])(O)=O.[Na+], predict the reaction product. The product is: [CH3:26][O:25][C:23](=[O:24])[C:21]([S:27]([C:30]1[CH:31]=[CH:32][CH:33]=[CH:34][CH:35]=1)(=[O:29])=[O:28])([CH:18]1[CH2:17][CH2:16][C:15]2[C:14]3[C:9](=[CH:10][CH:11]=[C:12]([N:36]([CH3:37])[CH3:38])[CH:13]=3)[NH:8][C:20]=2[CH2:19]1)[CH3:22]. (3) The product is: [F:30][C:27]1[CH:26]=[CH:25][C:24]([CH2:23][CH:18]2[CH2:17][NH:16][CH2:22][CH2:21][CH2:20][O:19]2)=[CH:29][CH:28]=1. Given the reactants ClC1C=CC([C@@]2(O)CCN(CC[N:16]3[CH2:22][CH2:21][CH2:20][O:19][C@@H:18]([CH2:23][C:24]4[CH:29]=[CH:28][C:27]([F:30])=[CH:26][CH:25]=4)[CH2:17]3)CC2(C)C)=CC=1.ClC1C=CC([C@]2(O)CCN(CCN3CCCO[C@@H](CC4C=CC(F)=CC=4)C3)CC2(C)C)=CC=1, predict the reaction product. (4) Given the reactants [CH:1]([C:3]1[CH:11]=[CH:10][C:6]([C:7]([OH:9])=[O:8])=[CH:5][CH:4]=1)=[CH2:2].S(Cl)(Cl)=O.[CH3:16]O, predict the reaction product. The product is: [CH3:16][O:8][C:7](=[O:9])[C:6]1[CH:10]=[CH:11][C:3]([CH:1]=[CH2:2])=[CH:4][CH:5]=1. (5) Given the reactants [Cl:1][C:2]1[N:7]=[CH:6][C:5]([CH2:8][OH:9])=[CH:4][CH:3]=1, predict the reaction product. The product is: [Cl:1][C:2]1[N:7]=[CH:6][C:5]([CH:8]=[O:9])=[CH:4][CH:3]=1. (6) Given the reactants [CH2:1]([O:8][C:9](=[O:33])[CH2:10][N:11]1[C:17]2[C:18](C)=[CH:19][C:20](C)=[CH:21][C:16]=2[NH:15][CH2:14][C@H:13]([NH:24]C(OC(C)(C)C)=O)[C:12]1=[O:32])C1C=CC=CC=1.C(OC(N[C@@H](CNC1C=C(C)C=C(C)C=1N)C(O)=O)=O)(C)(C)C.C(OC(=O)CN1C2C=CC=CC=2NC[C@H](NC(OC(C)(C)C)=O)C1=O)C1C=CC=CC=1.COC(=O)CN1C2C=CC=CC=2N(C(=O)CCC2C=CC=CC=2)C[C@H](NC(=O)C2C=CC=CC=2)C1=O.[ClH:124].COC(=O)CN1C2C=CC=CC=2NC[C@H](NC(OC(C)(C)C)=O)C1=O, predict the reaction product. The product is: [ClH:124].[CH3:1][O:8][C:9](=[O:33])[CH2:10][N:11]1[C:17]2[CH:18]=[CH:19][CH:20]=[CH:21][C:16]=2[NH:15][CH2:14][C@H:13]([NH2:24])[C:12]1=[O:32]. (7) Given the reactants P(Cl)(Cl)Cl.[CH3:5][C:6]1[C:11]([C:12]([OH:14])=O)=[CH:10][N:9]=[C:8]([S:15][CH3:16])[N:7]=1.[Cl:17][C:18]1[C:23]([NH2:24])=[CH:22][CH:21]=[CH:20][N:19]=1, predict the reaction product. The product is: [Cl:17][C:18]1[C:23]([NH:24][C:12]([C:11]2[C:6]([CH3:5])=[N:7][C:8]([S:15][CH3:16])=[N:9][CH:10]=2)=[O:14])=[CH:22][CH:21]=[CH:20][N:19]=1. (8) Given the reactants Cl.[OH:2][C:3]1[CH:10]=[CH:9][C:6]([CH2:7][NH2:8])=[CH:5][CH:4]=1.[CH3:11][O:12][C:13]1[CH:14]=[C:15]([CH2:23][CH2:24][C:25]([OH:27])=O)[CH:16]=[CH:17][C:18]=1[O:19][CH2:20]C#C.[CH3:28][CH2:29]N=C=NCCCN(C)C.N1C=CC=CC=1, predict the reaction product. The product is: [OH:2][C:3]1[CH:10]=[CH:9][C:6]([CH2:7][NH:8][C:25](=[O:27])[CH2:24][CH2:23][C:15]2[CH:16]=[CH:17][C:18]([O:19][CH3:20])=[C:13]([O:12][CH2:11][C:28]#[CH:29])[CH:14]=2)=[CH:5][CH:4]=1. (9) The product is: [CH2:41]([O:48][C:49]1[C:56]([F:57])=[CH:55][C:52](/[CH:53]=[C:5](\[O:4][CH2:2][CH3:3])/[C:6]([O:8][CH2:9][CH3:10])=[O:7])=[CH:51][C:50]=1[F:58])[C:42]1[CH:47]=[CH:46][CH:45]=[CH:44][CH:43]=1. Given the reactants [Cl-].[CH2:2]([O:4][CH:5]([P+](C1C=CC=CC=1)(C1C=CC=CC=1)C1C=CC=CC=1)[C:6]([O:8][CH2:9][CH3:10])=[O:7])[CH3:3].C1CCN2C(=NCCC2)CC1.[CH2:41]([O:48][C:49]1[C:56]([F:57])=[CH:55][C:52]([CH:53]=O)=[CH:51][C:50]=1[F:58])[C:42]1[CH:47]=[CH:46][CH:45]=[CH:44][CH:43]=1, predict the reaction product. (10) Given the reactants [C:1]([C:3]1([OH:23])[CH2:8][CH2:7][N:6]([C:9](=[O:22])[CH2:10][C:11]2[CH:16]=[CH:15][C:14]([N:17]3[CH:21]=[N:20][N:19]=[N:18]3)=[CH:13][CH:12]=2)[CH2:5][CH2:4]1)#[CH:2].Br[C:25]1[CH:26]=[C:27]([CH:30]=[CH:31][CH:32]=1)[C:28]#[N:29], predict the reaction product. The product is: [OH:23][C:3]1([C:1]#[C:2][C:25]2[CH:26]=[C:27]([CH:30]=[CH:31][CH:32]=2)[C:28]#[N:29])[CH2:4][CH2:5][N:6]([C:9](=[O:22])[CH2:10][C:11]2[CH:16]=[CH:15][C:14]([N:17]3[CH:21]=[N:20][N:19]=[N:18]3)=[CH:13][CH:12]=2)[CH2:7][CH2:8]1.